Task: Regression. Given a peptide amino acid sequence and an MHC pseudo amino acid sequence, predict their binding affinity value. This is MHC class I binding data.. Dataset: Peptide-MHC class I binding affinity with 185,985 pairs from IEDB/IMGT (1) The peptide sequence is LLGLLLLCV. The MHC is HLA-A68:02 with pseudo-sequence HLA-A68:02. The binding affinity (normalized) is 0. (2) The peptide sequence is PPIPVGDIY. The MHC is HLA-A26:01 with pseudo-sequence HLA-A26:01. The binding affinity (normalized) is 0. (3) The peptide sequence is SWHHTSDDF. The MHC is HLA-A02:11 with pseudo-sequence HLA-A02:11. The binding affinity (normalized) is 0.0847. (4) The peptide sequence is YLVAYQAKV. The MHC is Patr-B0101 with pseudo-sequence Patr-B0101. The binding affinity (normalized) is 0.